This data is from HIV replication inhibition screening data with 41,000+ compounds from the AIDS Antiviral Screen. The task is: Binary Classification. Given a drug SMILES string, predict its activity (active/inactive) in a high-throughput screening assay against a specified biological target. (1) The drug is N#CC(C(=O)C(=NNC(N)=O)C(C#N)c1ccccc1)c1ccccc1. The result is 0 (inactive). (2) The compound is CC(=O)N1C(=O)c2cc3ccccc3cc21. The result is 0 (inactive). (3) The drug is O=[N+]([O-])c1ccc(S(=O)(=O)NN2CCOCC2)cc1. The result is 0 (inactive).